Dataset: Retrosynthesis with 50K atom-mapped reactions and 10 reaction types from USPTO. Task: Predict the reactants needed to synthesize the given product. (1) Given the product Cn1ccc(Nc2ncc(Cl)c(CCc3ccccc3C3(C(N)=O)CC3)n2)n1, predict the reactants needed to synthesize it. The reactants are: Cn1ccc(N)n1.NC(=O)C1(c2ccccc2CCc2nc(Cl)ncc2Cl)CC1. (2) Given the product COc1cc(F)ccc1-c1nc(Nc2cc(Br)cc(CSC)c2)ncc1F, predict the reactants needed to synthesize it. The reactants are: COc1cc(F)ccc1-c1nc(Cl)ncc1F.CSCc1cc(N)cc(Br)c1.